From a dataset of Forward reaction prediction with 1.9M reactions from USPTO patents (1976-2016). Predict the product of the given reaction. Given the reactants FC1C=C(C[C@@H](C2C(C3C=C(C=CC=3)C(N)=O)=CC=CN=2)NC(=O)CC2C3C(=CC=C(F)C=3)NC=2)C=C(F)C=1.FC(F)(F)C(O)=O.[NH2:47][C@H:48]([C:58]1[C:63]([C:64]2[CH:65]=[C:66]([CH:70]=[CH:71][CH:72]=2)[C:67]([NH2:69])=[O:68])=[CH:62][CH:61]=[CH:60][N:59]=1)[CH2:49][C:50]1[CH:55]=[C:54]([F:56])[CH:53]=[C:52]([F:57])[CH:51]=1.[CH3:73][O:74][C:75]1[CH:80]=[C:79]([O:81][CH3:82])[CH:78]=[CH:77][C:76]=1[CH2:83][C:84](O)=[O:85], predict the reaction product. The product is: [F:56][C:54]1[CH:55]=[C:50]([CH2:49][C@@H:48]([C:58]2[C:63]([C:64]3[CH:65]=[C:66]([CH:70]=[CH:71][CH:72]=3)[C:67]([NH2:69])=[O:68])=[CH:62][CH:61]=[CH:60][N:59]=2)[NH:47][C:84](=[O:85])[CH2:83][C:76]2[CH:77]=[CH:78][C:79]([O:81][CH3:82])=[CH:80][C:75]=2[O:74][CH3:73])[CH:51]=[C:52]([F:57])[CH:53]=1.